Dataset: Retrosynthesis with 50K atom-mapped reactions and 10 reaction types from USPTO. Task: Predict the reactants needed to synthesize the given product. (1) Given the product COC(=O)CNC(=O)C1(CCCCBr)c2ccccc2-c2ccccc21, predict the reactants needed to synthesize it. The reactants are: COC(=O)CN.O=C(O)C1(CCCCBr)c2ccccc2-c2ccccc21. (2) Given the product CCOc1c(/C(CC)=C(/F)C=O)cc2c(c1Br)C(C)(C)CC=C2C(C)C, predict the reactants needed to synthesize it. The reactants are: CCOc1c(/C(CC)=C(/F)CO)cc2c(c1Br)C(C)(C)CC=C2C(C)C. (3) Given the product COC[C@H](C)Oc1cc(Oc2ccc(S(C)(=O)=O)cc2)cc(-c2nc3nc(OC)cnc3[nH]2)c1, predict the reactants needed to synthesize it. The reactants are: CCOC(C)=O.COC[C@H](C)Oc1cc(Oc2ccc(S(C)(=O)=O)cc2)cc(-c2nc3nc(Br)cnc3[nH]2)c1.